Dataset: Full USPTO retrosynthesis dataset with 1.9M reactions from patents (1976-2016). Task: Predict the reactants needed to synthesize the given product. (1) Given the product [C:15]1([C:23]2[CH:24]=[CH:25][CH:26]=[CH:27][CH:28]=2)[CH:20]=[CH:19][CH:18]=[C:17]([CH2:21][N:12]2[CH2:13][CH2:14][N:9]([C:5]3[CH:6]=[CH:7][CH:8]=[C:3]([Cl:2])[CH:4]=3)[CH2:10][CH2:11]2)[CH:16]=1, predict the reactants needed to synthesize it. The reactants are: Cl.[Cl:2][C:3]1[CH:4]=[C:5]([N:9]2[CH2:14][CH2:13][NH:12][CH2:11][CH2:10]2)[CH:6]=[CH:7][CH:8]=1.[C:15]1([C:23]2[CH:28]=[CH:27][CH:26]=[CH:25][CH:24]=2)[CH:20]=[CH:19][CH:18]=[C:17]([CH:21]=O)[CH:16]=1.[BH-](OC(C)=O)(OC(C)=O)OC(C)=O.[Na+].C1(C2C=CC=CC=2)C=CC=CC=1CN1CCN(C2C=CC=CC=2)CC1. (2) Given the product [NH2:1][C:2]1[N:3]([CH3:32])[C:4](=[O:31])[C:5]([CH3:29])([CH3:30])[C@:6]([C:9]2[CH:10]=[C:11]([NH:16][C:17]3[CH:26]=[CH:25][C:20]([C:21]([OH:23])=[O:22])=[CH:19][C:18]=3[O:27][CH3:28])[CH:12]=[CH:13][C:14]=2[F:15])([CH3:8])[N:7]=1, predict the reactants needed to synthesize it. The reactants are: [NH2:1][C:2]1[N:3]([CH3:32])[C:4](=[O:31])[C:5]([CH3:30])([CH3:29])[C@:6]([C:9]2[CH:10]=[C:11]([NH:16][C:17]3[CH:26]=[CH:25][C:20]([C:21]([O:23]C)=[O:22])=[CH:19][C:18]=3[O:27][CH3:28])[CH:12]=[CH:13][C:14]=2[F:15])([CH3:8])[N:7]=1.[Li+].[OH-].